Dataset: NCI-60 drug combinations with 297,098 pairs across 59 cell lines. Task: Regression. Given two drug SMILES strings and cell line genomic features, predict the synergy score measuring deviation from expected non-interaction effect. (1) Drug 1: CCC1=C2CN3C(=CC4=C(C3=O)COC(=O)C4(CC)O)C2=NC5=C1C=C(C=C5)O. Drug 2: C1CNP(=O)(OC1)N(CCCl)CCCl. Cell line: SF-539. Synergy scores: CSS=34.9, Synergy_ZIP=3.62, Synergy_Bliss=6.72, Synergy_Loewe=-29.3, Synergy_HSA=1.51. (2) Cell line: A549. Drug 1: COC1=C(C=C2C(=C1)N=CN=C2NC3=CC(=C(C=C3)F)Cl)OCCCN4CCOCC4. Synergy scores: CSS=30.9, Synergy_ZIP=1.72, Synergy_Bliss=3.30, Synergy_Loewe=8.00, Synergy_HSA=8.92. Drug 2: CC1=C(N=C(N=C1N)C(CC(=O)N)NCC(C(=O)N)N)C(=O)NC(C(C2=CN=CN2)OC3C(C(C(C(O3)CO)O)O)OC4C(C(C(C(O4)CO)O)OC(=O)N)O)C(=O)NC(C)C(C(C)C(=O)NC(C(C)O)C(=O)NCCC5=NC(=CS5)C6=NC(=CS6)C(=O)NCCC[S+](C)C)O. (3) Drug 1: C1=NC2=C(N1)C(=S)N=CN2. Drug 2: C1=NC2=C(N=C(N=C2N1C3C(C(C(O3)CO)O)F)Cl)N. Cell line: SK-OV-3. Synergy scores: CSS=14.8, Synergy_ZIP=-5.92, Synergy_Bliss=-2.47, Synergy_Loewe=-3.15, Synergy_HSA=-0.00242. (4) Drug 1: C1C(C(OC1N2C=C(C(=O)NC2=O)F)CO)O. Drug 2: CC1=C(N=C(N=C1N)C(CC(=O)N)NCC(C(=O)N)N)C(=O)NC(C(C2=CN=CN2)OC3C(C(C(C(O3)CO)O)O)OC4C(C(C(C(O4)CO)O)OC(=O)N)O)C(=O)NC(C)C(C(C)C(=O)NC(C(C)O)C(=O)NCCC5=NC(=CS5)C6=NC(=CS6)C(=O)NCCC[S+](C)C)O. Cell line: OVCAR-5. Synergy scores: CSS=28.5, Synergy_ZIP=-7.66, Synergy_Bliss=-2.66, Synergy_Loewe=2.60, Synergy_HSA=3.30. (5) Drug 1: CNC(=O)C1=NC=CC(=C1)OC2=CC=C(C=C2)NC(=O)NC3=CC(=C(C=C3)Cl)C(F)(F)F. Drug 2: CCC1(C2=C(COC1=O)C(=O)N3CC4=CC5=C(C=CC(=C5CN(C)C)O)N=C4C3=C2)O.Cl. Cell line: T-47D. Synergy scores: CSS=7.53, Synergy_ZIP=-9.18, Synergy_Bliss=-3.03, Synergy_Loewe=-35.8, Synergy_HSA=-5.08. (6) Drug 1: CN1C2=C(C=C(C=C2)N(CCCl)CCCl)N=C1CCCC(=O)O.Cl. Drug 2: CC1CCCC2(C(O2)CC(NC(=O)CC(C(C(=O)C(C1O)C)(C)C)O)C(=CC3=CSC(=N3)C)C)C. Cell line: TK-10. Synergy scores: CSS=34.8, Synergy_ZIP=-0.0135, Synergy_Bliss=-1.29, Synergy_Loewe=-22.0, Synergy_HSA=0.549. (7) Drug 1: CC1=C(C(=CC=C1)Cl)NC(=O)C2=CN=C(S2)NC3=CC(=NC(=N3)C)N4CCN(CC4)CCO. Drug 2: CCC1(CC2CC(C3=C(CCN(C2)C1)C4=CC=CC=C4N3)(C5=C(C=C6C(=C5)C78CCN9C7C(C=CC9)(C(C(C8N6C)(C(=O)OC)O)OC(=O)C)CC)OC)C(=O)OC)O.OS(=O)(=O)O. Cell line: RPMI-8226. Synergy scores: CSS=-6.76, Synergy_ZIP=5.07, Synergy_Bliss=7.70, Synergy_Loewe=-7.02, Synergy_HSA=-5.34. (8) Cell line: NCI/ADR-RES. Drug 1: C1C(C(OC1N2C=C(C(=O)NC2=O)F)CO)O. Synergy scores: CSS=7.85, Synergy_ZIP=-3.18, Synergy_Bliss=-3.01, Synergy_Loewe=0.437, Synergy_HSA=-0.894. Drug 2: CC1CCCC2(C(O2)CC(NC(=O)CC(C(C(=O)C(C1O)C)(C)C)O)C(=CC3=CSC(=N3)C)C)C. (9) Drug 1: CN1CCC(CC1)COC2=C(C=C3C(=C2)N=CN=C3NC4=C(C=C(C=C4)Br)F)OC. Drug 2: CCC1(C2=C(COC1=O)C(=O)N3CC4=CC5=C(C=CC(=C5CN(C)C)O)N=C4C3=C2)O.Cl. Cell line: CCRF-CEM. Synergy scores: CSS=64.8, Synergy_ZIP=-0.534, Synergy_Bliss=-3.75, Synergy_Loewe=-39.0, Synergy_HSA=-3.52. (10) Drug 1: C1C(C(OC1N2C=NC(=NC2=O)N)CO)O. Drug 2: C1CCC(C(C1)N)N.C(=O)(C(=O)[O-])[O-].[Pt+4]. Cell line: HL-60(TB). Synergy scores: CSS=66.6, Synergy_ZIP=-0.802, Synergy_Bliss=-1.21, Synergy_Loewe=-0.852, Synergy_HSA=2.75.